From a dataset of Reaction yield outcomes from USPTO patents with 853,638 reactions. Predict the reaction yield, written as a fraction of the theoretical maximum amount of product (1.0 means a 100% yield; for example, 0.34 means a 34% yield). (1) The reactants are CC[N:3]=C=NCCCN(C)C.C1C=CC2N(O)N=NC=2C=1.[F:22][C:23]1[CH:28]=[C:27]([I:29])[CH:26]=[CH:25][C:24]=1[NH:30][C:31]1[C:39]([C:40](O)=[O:41])=[C:38]2[N:34]([CH2:35][CH2:36][CH2:37]2)[C:33](=[O:43])[CH:32]=1. The catalyst is CN(C=O)C.O. The product is [F:22][C:23]1[CH:28]=[C:27]([I:29])[CH:26]=[CH:25][C:24]=1[NH:30][C:31]1[C:39]([C:40]([NH2:3])=[O:41])=[C:38]2[N:34]([CH2:35][CH2:36][CH2:37]2)[C:33](=[O:43])[CH:32]=1. The yield is 0.130. (2) The reactants are [CH2:1]([O:3][C:4]([C:6]1[C:15](=[O:16])[C:14]2[C:9](=[CH:10][C:11](Cl)=[CH:12][N:13]=2)[N:8]([C@H:18]([C:22]([CH3:30])([CH3:29])[O:23][SiH2:24][C:25]([CH3:28])([CH3:27])[CH3:26])[CH:19]([CH3:21])[CH3:20])[CH:7]=1)=[O:5])[CH3:2].[Br-].[F:32][C:33]1[C:40]([Cl:41])=[CH:39][CH:38]=[CH:37][C:34]=1[CH2:35][Zn+].Cl. The catalyst is O1CCCC1.Cl[Pd](Cl)([P](C1C=CC=CC=1)(C1C=CC=CC=1)C1C=CC=CC=1)[P](C1C=CC=CC=1)(C1C=CC=CC=1)C1C=CC=CC=1. The product is [CH2:1]([O:3][C:4]([C:6]1[C:15](=[O:16])[C:14]2[C:9](=[CH:10][C:11]([CH2:35][C:34]3[CH:37]=[CH:38][CH:39]=[C:40]([Cl:41])[C:33]=3[F:32])=[CH:12][N:13]=2)[N:8]([C@H:18]([C:22]([CH3:30])([CH3:29])[O:23][SiH2:24][C:25]([CH3:26])([CH3:28])[CH3:27])[CH:19]([CH3:20])[CH3:21])[CH:7]=1)=[O:5])[CH3:2]. The yield is 0.730.